Dataset: Full USPTO retrosynthesis dataset with 1.9M reactions from patents (1976-2016). Task: Predict the reactants needed to synthesize the given product. (1) Given the product [CH3:1][O:2][C:3]1[C:8]([C:9]([O:11][CH3:12])=[O:10])=[CH:7][N:6]=[CH:5][N:4]=1, predict the reactants needed to synthesize it. The reactants are: [CH3:1][O:2][C:3]1[C:8]([C:9]([O:11][CH3:12])=[O:10])=[CH:7][N:6]=[C:5](SC)[N:4]=1.[H][H]. (2) Given the product [C:1]12([NH:11][CH2:21][C:20]3[CH:19]=[CH:18][C:17]([C:14]4[N:15]=[CH:16][O:12][N:13]=4)=[CH:24][CH:23]=3)[CH2:8][CH:7]3[CH2:6][CH:5]([CH2:4][CH:3]([CH2:9]3)[CH2:2]1)[CH2:10]2, predict the reactants needed to synthesize it. The reactants are: [C:1]12([NH2:11])[CH2:10][CH:5]3[CH2:6][CH:7]([CH2:9][CH:3]([CH2:4]3)[CH2:2]1)[CH2:8]2.[O:12]1[CH:16]=[N:15][C:14]([C:17]2[CH:24]=[CH:23][C:20]([CH:21]=O)=[CH:19][CH:18]=2)=[N:13]1. (3) Given the product [CH2:28]([O:30][C:31]([C:33]1[CH:37]=[C:36]([C:2]2[CH:7]=[CH:6][CH:5]=[C:4]([CH2:8][CH2:9][CH2:10][OH:11])[CH:3]=2)[O:35][N:34]=1)=[O:32])[CH3:29], predict the reactants needed to synthesize it. The reactants are: I[C:2]1[CH:3]=[C:4]([CH2:8][CH2:9][CH2:10][OH:11])[CH:5]=[CH:6][CH:7]=1.O1C=CC=C1P(C1OC=CC=1)C1OC=CC=1.[CH2:28]([O:30][C:31]([C:33]1[CH:37]=[C:36]([Sn](CCCC)(CCCC)CCCC)[O:35][N:34]=1)=[O:32])[CH3:29].[F-].[K+]. (4) Given the product [CH:31]1([NH:30][C:23]2[CH:22]=[C:21]3[C:26]([C:27](=[O:28])[C:18]([O:17][CH2:16][CH2:15][CH2:14][OH:13])=[CH:19][N:20]3[CH:37]3[CH2:41][CH2:40][CH2:39][CH2:38]3)=[CH:25][C:24]=2[F:29])[CH2:32][CH2:33][CH2:34][CH2:35][CH2:36]1, predict the reactants needed to synthesize it. The reactants are: C1COCC1.[Si]([O:13][CH2:14][CH2:15][CH2:16][O:17][C:18]1[C:27](=[O:28])[C:26]2[C:21](=[CH:22][C:23]([NH:30][CH:31]3[CH2:36][CH2:35][CH2:34][CH2:33][CH2:32]3)=[C:24]([F:29])[CH:25]=2)[N:20]([CH:37]2[CH2:41][CH2:40][CH2:39][CH2:38]2)[CH:19]=1)(C(C)(C)C)(C)C. (5) Given the product [Cl:19][C:16]1[CH:17]=[CH:18][C:13]([C:12]2[N:11]=[CH:10][N:9]([CH2:25][O:24][CH2:23][CH2:22][Si:21]([CH3:28])([CH3:27])[CH3:20])[C:8]=2[C:5]2[CH:4]=[CH:3][C:2]([Cl:1])=[CH:7][CH:6]=2)=[CH:14][CH:15]=1, predict the reactants needed to synthesize it. The reactants are: [Cl:1][C:2]1[CH:7]=[CH:6][C:5]([C:8]2[N:9]=[CH:10][NH:11][C:12]=2[C:13]2[CH:18]=[CH:17][C:16]([Cl:19])=[CH:15][CH:14]=2)=[CH:4][CH:3]=1.[CH3:20][Si:21]([CH3:28])([CH3:27])[CH2:22][CH2:23][O:24][CH2:25]Cl.[H-].[Na+].C(=O)(O)[O-]. (6) Given the product [CH3:29][O:28][C:25]1[CH:26]=[C:27]2[C:22](=[CH:23][C:24]=1[O:30][CH3:31])[N:21]=[CH:20][CH:19]=[C:18]2[O:1][C:2]1[C:3]([C:9]([C:11]2[CH:12]=[CH:13][CH:14]=[CH:15][CH:16]=2)=[O:10])=[N:4][C:5]([CH3:8])=[CH:6][CH:7]=1, predict the reactants needed to synthesize it. The reactants are: [OH:1][C:2]1[C:3]([C:9]([C:11]2[CH:16]=[CH:15][CH:14]=[CH:13][CH:12]=2)=[O:10])=[N:4][C:5]([CH3:8])=[CH:6][CH:7]=1.Cl[C:18]1[C:27]2[C:22](=[CH:23][C:24]([O:30][CH3:31])=[C:25]([O:28][CH3:29])[CH:26]=2)[N:21]=[CH:20][CH:19]=1.O.